From a dataset of Full USPTO retrosynthesis dataset with 1.9M reactions from patents (1976-2016). Predict the reactants needed to synthesize the given product. (1) Given the product [Br:21][C:4]1[C:3]2[CH:6]=[CH:7][CH:8]=[CH:9][C:2]=2[S:1][CH:5]=1, predict the reactants needed to synthesize it. The reactants are: [S:1]1[CH:5]=[CH:4][C:3]2[CH:6]=[CH:7][CH:8]=[CH:9][C:2]1=2.C(O)(=O)C.C1C(=O)N([Br:21])C(=O)C1. (2) Given the product [F:1][C:2]1[CH:7]=[C:6]([N+:8]([O-:10])=[O:9])[CH:5]=[CH:4][C:3]=1[CH2:11][C:12]([O:14][C:18]([CH3:21])([CH3:20])[CH3:19])=[O:13], predict the reactants needed to synthesize it. The reactants are: [F:1][C:2]1[CH:7]=[C:6]([N+:8]([O-:10])=[O:9])[CH:5]=[CH:4][C:3]=1[CH2:11][C:12]([OH:14])=[O:13].C(OC(O[C:18]([CH3:21])([CH3:20])[CH3:19])=O)(O[C:18]([CH3:21])([CH3:20])[CH3:19])=O.C(=O)([O-])O.[Na+]. (3) Given the product [Na+:27].[CH3:1][O:2][C:3]1[CH:11]=[C:10]2[C:6]([C:7](=[C:16]3[C:24]4[C:19](=[CH:20][CH:21]=[CH:22][CH:23]=4)[NH:18][C:17]3=[O:25])[CH2:8][CH:9]2[CH2:12][C:13]([O-:15])=[O:14])=[CH:5][CH:4]=1, predict the reactants needed to synthesize it. The reactants are: [CH3:1][O:2][C:3]1[CH:11]=[C:10]2[C:6]([C:7](=[C:16]3[C:24]4[C:19](=[CH:20][CH:21]=[CH:22][CH:23]=4)[NH:18][C:17]3=[O:25])[CH2:8][CH:9]2[CH2:12][C:13]([OH:15])=[O:14])=[CH:5][CH:4]=1.[OH-].[Na+:27]. (4) Given the product [C:1]1([C:7]2([C:28]3[CH:29]=[CH:30][CH:31]=[CH:32][CH:33]=3)[O:11][C:10]3[CH:12]=[CH:13][C:14]([C:16]([N:34]4[CH2:39][CH2:38][O:37][CH2:36][CH2:35]4)=[O:17])=[CH:15][C:9]=3[O:8]2)[CH:2]=[CH:3][CH:4]=[CH:5][CH:6]=1, predict the reactants needed to synthesize it. The reactants are: [C:1]1([C:7]2([C:28]3[CH:33]=[CH:32][CH:31]=[CH:30][CH:29]=3)[O:11][C:10]3[CH:12]=[CH:13][C:14]([C:16](ON4C5C=CC=CC=5N=N4)=[O:17])=[CH:15][C:9]=3[O:8]2)[CH:6]=[CH:5][CH:4]=[CH:3][CH:2]=1.[NH:34]1[CH2:39][CH2:38][O:37][CH2:36][CH2:35]1. (5) Given the product [CH:1]1([C:4]2[O:8][N:7]=[C:6]([C:9]3[CH:14]=[CH:13][CH:12]=[CH:11][C:10]=3[O:15][CH:16]([F:17])[F:18])[C:5]=2[CH2:19][O:20][CH:21]2[CH2:22][CH:23]3[N:28]([C:29]4[CH:36]=[CH:35][C:32]([C:33]5[N:38]=[N:39][NH:40][N:34]=5)=[CH:31][C:30]=4[F:37])[CH:26]([CH2:25][CH2:24]3)[CH2:27]2)[CH2:3][CH2:2]1, predict the reactants needed to synthesize it. The reactants are: [CH:1]1([C:4]2[O:8][N:7]=[C:6]([C:9]3[CH:14]=[CH:13][CH:12]=[CH:11][C:10]=3[O:15][CH:16]([F:18])[F:17])[C:5]=2[CH2:19][O:20][CH:21]2[CH2:27][CH:26]3[N:28]([C:29]4[CH:36]=[CH:35][C:32]([C:33]#[N:34])=[CH:31][C:30]=4[F:37])[CH:23]([CH2:24][CH2:25]3)[CH2:22]2)[CH2:3][CH2:2]1.[N-:38]=[N+:39]=[N-:40].[Na+].[Cl-].[NH4+]. (6) Given the product [C:22]([C:21]1[CH:24]=[CH:25][C:18]([CH2:17][NH:16][C:11](=[O:13])[CH:10]([C:3]2[CH:4]=[CH:5][C:6]([O:8][CH3:9])=[CH:7][C:2]=2[F:1])[O:14][CH3:15])=[C:19]([F:26])[CH:20]=1)#[N:23], predict the reactants needed to synthesize it. The reactants are: [F:1][C:2]1[CH:7]=[C:6]([O:8][CH3:9])[CH:5]=[CH:4][C:3]=1[CH:10]([O:14][CH3:15])[C:11]([OH:13])=O.[NH2:16][CH2:17][C:18]1[CH:25]=[CH:24][C:21]([C:22]#[N:23])=[CH:20][C:19]=1[F:26]. (7) The reactants are: [Br:1][C:2]1[CH:10]=[C:9]2[C:5]([CH2:6][CH2:7][C:8]2=[O:11])=[CH:4][CH:3]=1.C=O.[C:14]1(B(O)O)C=CC=CC=1.FC(F)(F)C(O)=O. Given the product [Br:1][C:2]1[CH:10]=[C:9]2[C:5]([CH2:6][C:7](=[CH2:14])[C:8]2=[O:11])=[CH:4][CH:3]=1, predict the reactants needed to synthesize it.